Dataset: Full USPTO retrosynthesis dataset with 1.9M reactions from patents (1976-2016). Task: Predict the reactants needed to synthesize the given product. (1) Given the product [F:13][C:14]1[CH:15]=[CH:16][C:17]2[N:18]([C:20]([C:23]3[N:31]=[C:30]4[C:26]([NH:27][C:28](=[O:42])[N:29]4[CH:32]4[CH2:41][CH2:40][C:35](=[O:36])[CH2:34][CH2:33]4)=[CH:25][N:24]=3)=[CH:21][N:22]=2)[CH:19]=1, predict the reactants needed to synthesize it. The reactants are: O.CC1C=CC(S(O)(=O)=O)=CC=1.[F:13][C:14]1[CH:15]=[CH:16][C:17]2[N:18]([C:20]([C:23]3[N:31]=[C:30]4[C:26]([NH:27][C:28](=[O:42])[N:29]4[CH:32]4[CH2:41][CH2:40][C:35]5(OCC[O:36]5)[CH2:34][CH2:33]4)=[CH:25][N:24]=3)=[CH:21][N:22]=2)[CH:19]=1.C(=O)([O-])O.[Na+]. (2) Given the product [C:1]([O:5][C:6]([NH:8][CH:9]1[CH2:13][CH2:12][N:11]([S:14]([C:17]2[C:18]3[C:19]([CH:28]=[CH2:29])=[CH:20][N:21]=[CH:22][C:23]=3[CH:24]=[CH:25][CH:26]=2)(=[O:16])=[O:15])[CH2:10]1)=[O:7])([CH3:4])([CH3:3])[CH3:2], predict the reactants needed to synthesize it. The reactants are: [C:1]([O:5][C:6]([NH:8][CH:9]1[CH2:13][CH2:12][N:11]([S:14]([C:17]2[C:18]3[C:19](Br)=[CH:20][N:21]=[CH:22][C:23]=3[CH:24]=[CH:25][CH:26]=2)(=[O:16])=[O:15])[CH2:10]1)=[O:7])([CH3:4])([CH3:3])[CH3:2].[C:28](C1C=C(C)C=C(C(C)(C)C)C=1O)(C)(C)[CH3:29].C(C([Sn])=C(CCCC)CCCC)CCC. (3) Given the product [CH3:28][O:29][C:30](=[O:41])[C@@H:31]([NH:40][C:14]([C:13]1[CH:12]=[C:11]2[C:7]([CH:8]=[N:9][N:10]2[CH2:17][CH:18]([CH3:20])[CH3:19])=[CH:6][C:5]=1[O:4][C:3]1[CH:21]=[CH:22][C:23]([F:25])=[CH:24][C:2]=1[F:1])=[O:15])[CH2:32][CH2:33][N:34]1[CH2:39][CH2:38][CH2:37][CH2:36][CH2:35]1, predict the reactants needed to synthesize it. The reactants are: [F:1][C:2]1[CH:24]=[C:23]([F:25])[CH:22]=[CH:21][C:3]=1[O:4][C:5]1[CH:6]=[C:7]2[C:11](=[CH:12][C:13]=1[C:14](O)=[O:15])[N:10]([CH2:17][CH:18]([CH3:20])[CH3:19])[N:9]=[CH:8]2.Cl.Cl.[CH3:28][O:29][C:30](=[O:41])[C@@H:31]([NH2:40])[CH2:32][CH2:33][N:34]1[CH2:39][CH2:38][CH2:37][CH2:36][CH2:35]1.CCN=C=NCCCN(C)C.C1C=CC2N(O)N=NC=2C=1.CCN(C(C)C)C(C)C. (4) Given the product [F:12][CH:10]([F:13])[C:9]1[C:5]2[C@H:4]3[CH2:55][C@H:3]3[C:2]([F:56])([F:1])[C:6]=2[N:7]([CH2:14][C:15]([NH:17][C@H:18]([C:28]2[C:33]([C:34]3[N:79]4[C:80]([CH3:88])=[N:81][C:82]([NH:83][S:84]([CH3:87])(=[O:86])=[O:85])=[C:78]4[CH:37]=[CH:36][CH:35]=3)=[CH:32][CH:31]=[C:30]([C:49]#[C:50][C:51]([OH:54])([CH3:53])[CH3:52])[N:29]=2)[CH2:19][C:20]2[CH:21]=[C:22]([F:27])[CH:23]=[C:24]([F:26])[CH:25]=2)=[O:16])[N:8]=1, predict the reactants needed to synthesize it. The reactants are: [F:1][C:2]1([F:56])[C:6]2[N:7]([CH2:14][C:15]([NH:17][C@H:18]([C:28]3[C:33]([C:34]4[CH:35]=[CH:36][CH:37]=C5C=4N(C)N=C5NS(C)(=O)=O)=[CH:32][CH:31]=[C:30]([C:49]#[C:50][C:51]([OH:54])([CH3:53])[CH3:52])[N:29]=3)[CH2:19][C:20]3[CH:25]=[C:24]([F:26])[CH:23]=[C:22]([F:27])[CH:21]=3)=[O:16])[N:8]=[C:9]([C:10]([F:13])([F:12])F)[C:5]=2[C@H:4]2[CH2:55][C@@H:3]12.N[C@H](C1C(C2[N:79]3[C:80]([CH3:88])=[N:81][C:82]([NH:83][S:84]([CH3:87])(=[O:86])=[O:85])=[C:78]3C=CC=2)=CC=C(C#CC(O)(C)C)N=1)CC1C=C(F)C=C(F)C=1. (5) Given the product [CH:7]1([C@@H:5]2[N:4]([C:12]3[CH:19]=[CH:18][C:15]([C:16]#[N:17])=[C:14]([CH3:20])[N:13]=3)[N:3]=[C:2]([C:24]3[CH:25]=[CH:26][C:27]([OH:28])=[C:22]([F:21])[CH:23]=3)[CH2:6]2)[CH2:11][CH2:10][CH2:9][CH2:8]1, predict the reactants needed to synthesize it. The reactants are: Cl[C:2]1[CH2:6][C@H:5]([CH:7]2[CH2:11][CH2:10][CH2:9][CH2:8]2)[N:4]([C:12]2[CH:19]=[CH:18][C:15]([C:16]#[N:17])=[C:14]([CH3:20])[N:13]=2)[N:3]=1.[F:21][C:22]1[CH:23]=[C:24](B(O)O)[CH:25]=[CH:26][C:27]=1[OH:28]. (6) Given the product [Cl:1][C:2]1[C:10]([N:11]2[C:15](=[O:16])[N:14]([CH3:17])[N:13]=[N:12]2)=[C:9]([Cl:18])[CH:8]=[CH:7][C:3]=1[C:4]([Cl:21])=[O:5], predict the reactants needed to synthesize it. The reactants are: [Cl:1][C:2]1[C:10]([N:11]2[C:15](=[O:16])[N:14]([CH3:17])[N:13]=[N:12]2)=[C:9]([Cl:18])[CH:8]=[CH:7][C:3]=1[C:4](O)=[O:5].S(Cl)([Cl:21])=O.